Dataset: Forward reaction prediction with 1.9M reactions from USPTO patents (1976-2016). Task: Predict the product of the given reaction. (1) The product is: [Cl:1][C:2]1[CH:7]=[CH:6][C:5]([C:8]2[NH:39][C:33]3[C:38]([C:9]=2[CH2:10][CH2:11][CH2:12][N:13]2[CH2:18][CH2:17][CH:16]([C:19]4[CH:20]=[C:21]([NH:25][C:26](=[O:30])[CH:27]([CH3:29])[CH3:28])[CH:22]=[CH:23][CH:24]=4)[CH2:15][CH2:14]2)=[CH:37][CH:36]=[CH:35][CH:34]=3)=[CH:4][CH:3]=1. Given the reactants [Cl:1][C:2]1[CH:7]=[CH:6][C:5]([C:8](=O)[CH2:9][CH2:10][CH2:11][CH2:12][N:13]2[CH2:18][CH2:17][CH:16]([C:19]3[CH:20]=[C:21]([NH:25][C:26](=[O:30])[CH:27]([CH3:29])[CH3:28])[CH:22]=[CH:23][CH:24]=3)[CH2:15][CH2:14]2)=[CH:4][CH:3]=1.Cl.[C:33]1([NH:39]N)[CH:38]=[CH:37][CH:36]=[CH:35][CH:34]=1, predict the reaction product. (2) Given the reactants C1C=C(Cl)C=C(C(OO)=[O:9])C=1.[C:12]([O:16][C:17](=[O:53])[NH:18][CH2:19][CH2:20][CH2:21][CH2:22][C:23]1[N:24]([CH2:44][CH2:45][O:46][C:47]2[CH:52]=[CH:51][CH:50]=[CH:49][CH:48]=2)[C:25]2[C:34]3[CH:33]=[CH:32][C:31]([O:35][CH2:36][C:37]4[CH:42]=[CH:41][CH:40]=[CH:39][CH:38]=4)=[CH:30][C:29]=3[N:28]=[CH:27][C:26]=2[N:43]=1)([CH3:15])([CH3:14])[CH3:13], predict the reaction product. The product is: [C:12]([O:16][C:17](=[O:53])[NH:18][CH2:19][CH2:20][CH2:21][CH2:22][C:23]1[N:24]([CH2:44][CH2:45][O:46][C:47]2[CH:52]=[CH:51][CH:50]=[CH:49][CH:48]=2)[C:25]2[C:34]3[CH:33]=[CH:32][C:31]([O:35][CH2:36][C:37]4[CH:42]=[CH:41][CH:40]=[CH:39][CH:38]=4)=[CH:30][C:29]=3[N+:28]([O-:9])=[CH:27][C:26]=2[N:43]=1)([CH3:15])([CH3:13])[CH3:14]. (3) Given the reactants CN(C(ON1N=NC2C=CC=NC1=2)=[N+](C)C)C.F[P-](F)(F)(F)(F)F.[C:25]([O:29][C:30]([N:32]1[CH2:37][CH:36]2[CH:34]([CH2:35]2)[CH:33]1[C:38]([OH:40])=O)=[O:31])([CH3:28])([CH3:27])[CH3:26].[F:41][C:42]1[C:43]([CH2:58][NH2:59])=[CH:44][C:45]([C:48]2[CH:49]=[N:50][C:51]([C:54]([F:57])([F:56])[F:55])=[N:52][CH:53]=2)=[N:46][CH:47]=1.CCN(C(C)C)C(C)C, predict the reaction product. The product is: [F:41][C:42]1[C:43]([CH2:58][NH:59][C:38]([CH:33]2[N:32]([C:30]([O:29][C:25]([CH3:26])([CH3:27])[CH3:28])=[O:31])[CH2:37][CH:36]3[CH:34]2[CH2:35]3)=[O:40])=[CH:44][C:45]([C:48]2[CH:53]=[N:52][C:51]([C:54]([F:56])([F:57])[F:55])=[N:50][CH:49]=2)=[N:46][CH:47]=1. (4) Given the reactants Cl.[C:2]1([CH3:10])[CH:7]=[CH:6][CH:5]=[C:4]([NH:8]N)[CH:3]=1.BrCC([O:15][CH2:16][CH3:17])=O.[C:18]1(C)[CH:23]=[CH:22][CH:21]=[C:20]([N:24]([CH2:26]C(OCC)=O)N)C=1.C(O[CH:36](OCC)[CH2:37][CH2:38][CH2:39][NH:40][CH3:41])C.CC1C=CC=C2C=1C(CCNC)=CN2CC(OCC)=O.C=O.C(O)(C(F)(F)F)=O.CN1CCC2C3C(=CC=CC=3C)N(CC(O)=O)C=2C1.N1CCCCC1.CCN=C=NCCCN(C)C, predict the reaction product. The product is: [CH3:26][N:24]1[CH2:20][CH2:21][C:22]2[C:3]3[C:4](=[CH:5][CH:6]=[CH:7][C:2]=3[CH3:10])[N:8]([CH2:17][C:16]([N:40]3[CH2:41][CH2:36][CH2:37][CH2:38][CH2:39]3)=[O:15])[C:23]=2[CH2:18]1.